From a dataset of Reaction yield outcomes from USPTO patents with 853,638 reactions. Predict the reaction yield, written as a fraction of the theoretical maximum amount of product (1.0 means a 100% yield; for example, 0.34 means a 34% yield). (1) The reactants are [C:1]1(=[O:7])[O:6][C:4](=[O:5])[CH2:3][CH2:2]1.[CH3:8][O:9][C:10]1[CH:15]=[CH:14][C:13]([CH2:16][OH:17])=[CH:12][CH:11]=1.C([O-])([O-])=O.[Na+].[Na+]. The catalyst is CC#N.CN(C1C=CN=CC=1)C.O. The product is [CH3:8][O:9][C:10]1[CH:15]=[CH:14][C:13]([CH2:16][O:17][C:4](=[O:5])[CH2:3][CH2:2][C:1]([OH:6])=[O:7])=[CH:12][CH:11]=1. The yield is 0.880. (2) The reactants are Br[C:2]1[CH:7]=[CH:6][C:5](/[CH:8]=[CH:9]/[C:10]2[N:11]([CH2:23][CH3:24])[CH:12]=[C:13]([C:15]3[CH:20]=[CH:19][C:18]([Cl:21])=[CH:17][C:16]=3[Cl:22])[N:14]=2)=[CH:4][CH:3]=1.[C:25]([C:28]1[CH:33]=[CH:32][C:31](B(O)O)=[CH:30][CH:29]=1)([OH:27])=[O:26]. No catalyst specified. The product is [Cl:22][C:16]1[CH:17]=[C:18]([Cl:21])[CH:19]=[CH:20][C:15]=1[C:13]1[N:14]=[C:10](/[CH:9]=[CH:8]/[C:5]2[CH:6]=[CH:7][C:2]([C:31]3[CH:32]=[CH:33][C:28]([C:25]([OH:27])=[O:26])=[CH:29][CH:30]=3)=[CH:3][CH:4]=2)[N:11]([CH2:23][CH3:24])[CH:12]=1. The yield is 0.630. (3) The reactants are [F:8][C:7]([F:10])([F:9])[C:6](O[C:6](=[O:11])[C:7]([F:10])([F:9])[F:8])=[O:11].[CH:14]([O:16][CH2:17][CH3:18])=[CH2:15].C(=O)(O)[O-].[Na+]. The catalyst is ClCCl. The product is [CH2:17]([O:16][CH:14]=[CH:15][C:6](=[O:11])[C:7]([F:8])([F:9])[F:10])[CH3:18]. The yield is 0.670. (4) The reactants are O=[C:2]([C:10]1[CH:11]=[N:12][CH:13]=[CH:14][CH:15]=1)[CH2:3][N:4]1[CH2:8][CH2:7][CH2:6][C:5]1=[O:9].Cl.[CH2:17]([O:24][NH2:25])[C:18]1[CH:23]=[CH:22][CH:21]=[CH:20][CH:19]=1. No catalyst specified. The product is [CH2:17]([O:24][N:25]=[C:2]([C:10]1[CH:11]=[N:12][CH:13]=[CH:14][CH:15]=1)[CH2:3][N:4]1[CH2:8][CH2:7][CH2:6][C:5]1=[O:9])[C:18]1[CH:23]=[CH:22][CH:21]=[CH:20][CH:19]=1. The yield is 0.310. (5) No catalyst specified. The yield is 0.650. The reactants are Br[C:2]1[CH:7]=[CH:6][CH:5]=[CH:4][C:3]=1[C:8]1[C:13]([O:14][CH3:15])=[CH:12][CH:11]=[CH:10][C:9]=1[O:16][CH3:17].C([Li])CCC.[P:23](Cl)([O:28][CH2:29][CH3:30])([O:25][CH2:26][CH3:27])=[O:24]. The product is [CH3:17][O:16][C:9]1[CH:10]=[CH:11][CH:12]=[C:13]([O:14][CH3:15])[C:8]=1[C:3]1[CH:4]=[CH:5][CH:6]=[CH:7][C:2]=1[P:23](=[O:24])([O:28][CH2:29][CH3:30])[O:25][CH2:26][CH3:27]. (6) The yield is 0.904. No catalyst specified. The product is [CH2:6]([O:13][C:14]1[C:23]2[C:18](=[C:19]([CH3:26])[C:20]([O:24][CH3:25])=[CH:21][CH:22]=2)[N:17]=[C:16]([Cl:3])[CH:15]=1)[C:7]1[CH:12]=[CH:11][CH:10]=[CH:9][CH:8]=1. The reactants are O=P(Cl)(Cl)[Cl:3].[CH2:6]([O:13][C:14]1[C:23]2[C:18](=[C:19]([CH3:26])[C:20]([O:24][CH3:25])=[CH:21][CH:22]=2)[N+:17]([O-])=[CH:16][CH:15]=1)[C:7]1[CH:12]=[CH:11][CH:10]=[CH:9][CH:8]=1. (7) The product is [CH2:1]([N:3]([CH2:14][CH2:15][NH:16][C:17]([C:19]1[C:32]2[C:23](=[N:24][C:25]3[C:30]([N:31]=2)=[CH:29][CH:28]=[C:27]([I:46])[CH:26]=3)[CH:22]=[CH:21][CH:20]=1)=[O:18])[CH2:4][CH2:5][O:6][C:7]1[C:8]([F:13])=[N:9][CH:10]=[CH:11][CH:12]=1)[CH3:2]. The reactants are [CH2:1]([N:3]([CH2:14][CH2:15][NH:16][C:17]([C:19]1[C:32]2[C:23](=[N:24][C:25]3[C:30]([N:31]=2)=[CH:29][CH:28]=[C:27]([Sn](CCCC)(CCCC)CCCC)[CH:26]=3)[CH:22]=[CH:21][CH:20]=1)=[O:18])[CH2:4][CH2:5][O:6][C:7]1[C:8]([F:13])=[N:9][CH:10]=[CH:11][CH:12]=1)[CH3:2].[I:46]I.C(=O)([O-])[O-].[Na+].[Na+]. The yield is 0.540. The catalyst is C(Cl)(Cl)Cl.